Dataset: NCI-60 drug combinations with 297,098 pairs across 59 cell lines. Task: Regression. Given two drug SMILES strings and cell line genomic features, predict the synergy score measuring deviation from expected non-interaction effect. (1) Drug 1: CC(CN1CC(=O)NC(=O)C1)N2CC(=O)NC(=O)C2. Drug 2: CC1C(C(CC(O1)OC2CC(CC3=C2C(=C4C(=C3O)C(=O)C5=CC=CC=C5C4=O)O)(C(=O)C)O)N)O. Cell line: K-562. Synergy scores: CSS=27.2, Synergy_ZIP=-7.67, Synergy_Bliss=-12.5, Synergy_Loewe=-11.6, Synergy_HSA=-9.39. (2) Drug 2: C1=CN(C(=O)N=C1N)C2C(C(C(O2)CO)O)O.Cl. Drug 1: CC(C1=C(C=CC(=C1Cl)F)Cl)OC2=C(N=CC(=C2)C3=CN(N=C3)C4CCNCC4)N. Cell line: KM12. Synergy scores: CSS=47.0, Synergy_ZIP=11.2, Synergy_Bliss=10.8, Synergy_Loewe=3.41, Synergy_HSA=12.0. (3) Drug 1: CC1=C(C(CCC1)(C)C)C=CC(=CC=CC(=CC(=O)O)C)C. Drug 2: C(=O)(N)NO. Cell line: SNB-19. Synergy scores: CSS=-1.47, Synergy_ZIP=-1.14, Synergy_Bliss=-4.27, Synergy_Loewe=-4.19, Synergy_HSA=-4.25.